Task: Regression. Given two drug SMILES strings and cell line genomic features, predict the synergy score measuring deviation from expected non-interaction effect.. Dataset: NCI-60 drug combinations with 297,098 pairs across 59 cell lines (1) Drug 2: C(CN)CNCCSP(=O)(O)O. Synergy scores: CSS=-1.13, Synergy_ZIP=-1.54, Synergy_Bliss=-6.30, Synergy_Loewe=-4.19, Synergy_HSA=-5.22. Cell line: SF-539. Drug 1: C1=CC=C(C(=C1)C(C2=CC=C(C=C2)Cl)C(Cl)Cl)Cl. (2) Drug 1: CCC1=CC2CC(C3=C(CN(C2)C1)C4=CC=CC=C4N3)(C5=C(C=C6C(=C5)C78CCN9C7C(C=CC9)(C(C(C8N6C)(C(=O)OC)O)OC(=O)C)CC)OC)C(=O)OC.C(C(C(=O)O)O)(C(=O)O)O. Drug 2: C1=CC=C(C(=C1)C(C2=CC=C(C=C2)Cl)C(Cl)Cl)Cl. Cell line: OVCAR-4. Synergy scores: CSS=23.4, Synergy_ZIP=1.41, Synergy_Bliss=2.97, Synergy_Loewe=-22.4, Synergy_HSA=4.06. (3) Drug 1: CC1=C(C(=O)C2=C(C1=O)N3CC4C(C3(C2COC(=O)N)OC)N4)N. Drug 2: C1CC(CCC1OC2=C(C(=CC=C2)Cl)F)(CC3=NC(=CC=C3)NC4=NC=CS4)C(=O)O. Synergy scores: CSS=18.4, Synergy_ZIP=-8.09, Synergy_Bliss=-10.7, Synergy_Loewe=-7.51, Synergy_HSA=-5.78. Cell line: T-47D. (4) Drug 1: CC1=CC=C(C=C1)C2=CC(=NN2C3=CC=C(C=C3)S(=O)(=O)N)C(F)(F)F. Drug 2: CC1=C(C=C(C=C1)C(=O)NC2=CC(=CC(=C2)C(F)(F)F)N3C=C(N=C3)C)NC4=NC=CC(=N4)C5=CN=CC=C5. Cell line: SNB-75. Synergy scores: CSS=-2.52, Synergy_ZIP=0.609, Synergy_Bliss=-1.41, Synergy_Loewe=-1.09, Synergy_HSA=-2.97. (5) Drug 1: C1CCC(C1)C(CC#N)N2C=C(C=N2)C3=C4C=CNC4=NC=N3. Drug 2: N.N.Cl[Pt+2]Cl. Cell line: NCI-H522. Synergy scores: CSS=16.7, Synergy_ZIP=-1.34, Synergy_Bliss=4.94, Synergy_Loewe=4.80, Synergy_HSA=4.70.